Dataset: Orexin1 receptor HTS with 218,158 compounds and 233 confirmed actives. Task: Binary Classification. Given a drug SMILES string, predict its activity (active/inactive) in a high-throughput screening assay against a specified biological target. The result is 0 (inactive). The compound is Clc1c(c2nc(sc2cc1)N1CCN(CC1)C(=O)C=1OCCOC1)C.